This data is from Reaction yield outcomes from USPTO patents with 853,638 reactions. The task is: Predict the reaction yield, written as a fraction of the theoretical maximum amount of product (1.0 means a 100% yield; for example, 0.34 means a 34% yield). (1) The reactants are C[O:2][C:3]1[CH:11]=[CH:10][C:9]2[N:8]3[CH2:12][CH2:13][CH2:14][N:15]=[C:7]3[C:6]3(OCCC[O:16]3)[C:5]=2[CH:4]=1.B(Br)(Br)Br.[NH4+].[OH-]. The catalyst is C(Cl)Cl. The product is [OH:2][C:3]1[CH:11]=[CH:10][C:9]2[N:8]3[CH2:12][CH2:13][CH2:14][N:15]=[C:7]3[C:6](=[O:16])[C:5]=2[CH:4]=1. The yield is 0.330. (2) The reactants are [Cl:1][C:2]1[CH:7]=[CH:6][C:5]([S:8]([CH2:11][C:12]#[N:13])(=[O:10])=[O:9])=[CH:4][CH:3]=1.[C:14](=O)([O-])[O-].[K+].[K+].[CH3:20][O:21][C:22]1[CH:23]=[C:24]([N:30]=[C:31]=[S:32])[CH:25]=[C:26]([O:28][CH3:29])[CH:27]=1.CI. The catalyst is CC(C)=O. The product is [Cl:1][C:2]1[CH:3]=[CH:4][C:5]([S:8]([C:11](=[C:31]([NH:30][C:24]2[CH:25]=[C:26]([O:28][CH3:29])[CH:27]=[C:22]([O:21][CH3:20])[CH:23]=2)[S:32][CH3:14])[C:12]#[N:13])(=[O:9])=[O:10])=[CH:6][CH:7]=1. The yield is 0.650.